Dataset: Forward reaction prediction with 1.9M reactions from USPTO patents (1976-2016). Task: Predict the product of the given reaction. (1) Given the reactants [Cl:1][C:2]1[C:7]([NH:8][CH2:9][C@H:10]2[CH2:15][CH2:14][C@H:13]([CH3:16])[CH2:12][CH2:11]2)=[C:6]([NH2:17])[CH:5]=[C:4]([Cl:18])[N:3]=1.[CH2:19](OC(OCC)OCC)C, predict the reaction product. The product is: [Cl:1][C:2]1[C:7]2[N:8]([CH2:9][C@H:10]3[CH2:11][CH2:12][C@H:13]([CH3:16])[CH2:14][CH2:15]3)[CH:19]=[N:17][C:6]=2[CH:5]=[C:4]([Cl:18])[N:3]=1. (2) Given the reactants [CH3:1][C:2]1[C:3]([C:13]2[CH:25]=[CH:24][C:16]([O:17][CH2:18][C:19]([O:21]CC)=[O:20])=[CH:15][CH:14]=2)=[N:4][O:5][C:6]=1[C:7]1[CH:12]=[CH:11][CH:10]=[CH:9][CH:8]=1.C1COCC1.O.[OH-].[Li+], predict the reaction product. The product is: [CH3:1][C:2]1[C:3]([C:13]2[CH:25]=[CH:24][C:16]([O:17][CH2:18][C:19]([OH:21])=[O:20])=[CH:15][CH:14]=2)=[N:4][O:5][C:6]=1[C:7]1[CH:8]=[CH:9][CH:10]=[CH:11][CH:12]=1. (3) The product is: [CH3:5][C:2]([O:6][CH2:7][CH:8]1[CH2:12][CH:11]=[C:10]([CH3:13])[C:9]1([CH3:15])[CH3:14])([CH3:1])[CH:3]([OH:4])[CH3:16]. Given the reactants [CH3:1][C:2]([O:6][CH2:7][CH:8]1[CH2:12][CH:11]=[C:10]([CH3:13])[C:9]1([CH3:15])[CH3:14])([CH3:5])[CH:3]=[O:4].[CH3:16][Mg]Cl.C(O)(=O)CC(CC(O)=O)(C(O)=O)O, predict the reaction product. (4) Given the reactants [Cl:1][C:2]1[CH:10]=[C:9]2[C:5]([CH:6]=[C:7]([CH:11]=[O:12])[NH:8]2)=[CH:4][CH:3]=1.[H-].[Na+].[CH:15](Br)([C:22]1[CH:27]=[CH:26][CH:25]=[CH:24][CH:23]=1)[C:16]1[CH:21]=[CH:20][CH:19]=[CH:18][CH:17]=1, predict the reaction product. The product is: [CH:15]([N:8]1[C:9]2[C:5](=[CH:4][CH:3]=[C:2]([Cl:1])[CH:10]=2)[CH:6]=[C:7]1[CH:11]=[O:12])([C:16]1[CH:21]=[CH:20][CH:19]=[CH:18][CH:17]=1)[C:22]1[CH:27]=[CH:26][CH:25]=[CH:24][CH:23]=1. (5) Given the reactants [CH3:1][N:2]([CH3:32])[C@@H:3]1[CH2:7][CH2:6][N:5]([C:8]2[N:13]3[C:14]([CH:30]=O)=[C:15]([CH2:17][N:18]([CH3:29])[C@@H:19]4[C:28]5[N:27]=[CH:26][CH:25]=[CH:24][C:23]=5[CH2:22][CH2:21][CH2:20]4)[N:16]=[C:12]3[CH:11]=[CH:10][CH:9]=2)[CH2:4]1.Cl.[NH2:34]O, predict the reaction product. The product is: [CH3:1][N:2]([CH3:32])[C@@H:3]1[CH2:7][CH2:6][N:5]([C:8]2[N:13]3[C:14]([C:30]#[N:34])=[C:15]([CH2:17][N:18]([CH3:29])[C@@H:19]4[C:28]5[N:27]=[CH:26][CH:25]=[CH:24][C:23]=5[CH2:22][CH2:21][CH2:20]4)[N:16]=[C:12]3[CH:11]=[CH:10][CH:9]=2)[CH2:4]1. (6) Given the reactants Br[CH2:2][CH2:3][CH2:4][Cl:5].[OH:6][C:7]1[CH:8]=[CH:9][C:10]([N+:15]([O-:17])=[O:16])=[C:11]([CH:14]=1)[CH:12]=[O:13].C(=O)([O-])[O-].[K+].[K+], predict the reaction product. The product is: [Cl:5][CH2:4][CH2:3][CH2:2][O:6][C:7]1[CH:8]=[CH:9][C:10]([N+:15]([O-:17])=[O:16])=[C:11]([CH:14]=1)[CH:12]=[O:13]. (7) Given the reactants [Cl:1][C:2]1[C:3]([CH3:14])=[C:4]([CH:9]=[CH:10][C:11]=1[C:12]#[N:13])[C:5](OC)=[O:6].C(S)CS.[BH4-].[Na+], predict the reaction product. The product is: [Cl:1][C:2]1[C:3]([CH3:14])=[C:4]([CH2:5][OH:6])[CH:9]=[CH:10][C:11]=1[C:12]#[N:13]. (8) Given the reactants [CH2:1]([N:8]1[CH2:13][CH2:12][CH:11]([N:14]2[CH2:18][CH:17]([C:19]3[CH:24]=[CH:23][CH:22]=[CH:21][CH:20]=3)[N:16]([CH3:25])[C:15]2=[O:26])[CH2:10][CH2:9]1)[C:2]1[CH:7]=[CH:6][CH:5]=[CH:4][CH:3]=1.I[C:28]1[CH:33]=[CH:32]C=[CH:30][CH:29]=1.C([O-])([O-])=O.[K+].[K+], predict the reaction product. The product is: [CH2:1]([N:8]1[CH2:13][CH2:12][CH:11]([N:14]2[CH2:18][CH:17]([C:19]3[CH:24]=[CH:23][CH:22]=[CH:21][CH:20]=3)[N:16]([C:25]3[CH:32]=[CH:33][CH:28]=[CH:29][CH:30]=3)[C:15]2=[O:26])[CH2:10][CH2:9]1)[C:2]1[CH:7]=[CH:6][CH:5]=[CH:4][CH:3]=1.